This data is from Full USPTO retrosynthesis dataset with 1.9M reactions from patents (1976-2016). The task is: Predict the reactants needed to synthesize the given product. Given the product [CH2:11]([N:8]1[C:9]2[C:5](=[CH:4][CH:3]=[C:2]([NH:1][CH:33]3[CH2:37][CH2:36][CH2:35][CH2:34]3)[CH:10]=2)[C:6]([C:21]([NH:23][CH2:24][C:25]2[CH:30]=[CH:29][C:28]([F:31])=[C:27]([F:32])[CH:26]=2)=[O:22])=[C:7]1[CH:18]([CH3:19])[CH3:20])[C:12]1[CH:13]=[CH:14][CH:15]=[CH:16][CH:17]=1, predict the reactants needed to synthesize it. The reactants are: [NH2:1][C:2]1[CH:10]=[C:9]2[C:5]([C:6]([C:21]([NH:23][CH2:24][C:25]3[CH:30]=[CH:29][C:28]([F:31])=[C:27]([F:32])[CH:26]=3)=[O:22])=[C:7]([CH:18]([CH3:20])[CH3:19])[N:8]2[CH2:11][C:12]2[CH:17]=[CH:16][CH:15]=[CH:14][CH:13]=2)=[CH:4][CH:3]=1.[C:33]1(=O)[CH2:37][CH2:36][CH2:35][CH2:34]1.